This data is from Full USPTO retrosynthesis dataset with 1.9M reactions from patents (1976-2016). The task is: Predict the reactants needed to synthesize the given product. (1) Given the product [C:14]([O:1][C:2]1[CH:10]=[C:9]([N+:11]([O-:13])=[O:12])[CH:8]=[CH:7][C:3]=1[C:4]([OH:6])=[O:5])(=[O:16])[CH3:15], predict the reactants needed to synthesize it. The reactants are: [OH:1][C:2]1[CH:10]=[C:9]([N+:11]([O-:13])=[O:12])[CH:8]=[CH:7][C:3]=1[C:4]([OH:6])=[O:5].[C:14](OC(=O)C)(=[O:16])[CH3:15]. (2) Given the product [CH3:1][C:2]([C:7]1[S:11][C:10]([NH:12][C:13](=[O:30])[CH:14]([NH:18][C:19](=[O:29])[CH2:20][C:21]2[CH:26]=[C:25]([F:27])[CH:24]=[C:23]([F:28])[CH:22]=2)[CH2:15][CH2:16][CH3:17])=[N:9][N:8]=1)([CH3:6])[CH2:3][CH:4]1[CH2:5][O:39]1, predict the reactants needed to synthesize it. The reactants are: [CH3:1][C:2]([C:7]1[S:11][C:10]([NH:12][C:13](=[O:30])[CH:14]([NH:18][C:19](=[O:29])[CH2:20][C:21]2[CH:26]=[C:25]([F:27])[CH:24]=[C:23]([F:28])[CH:22]=2)[CH2:15][CH2:16][CH3:17])=[N:9][N:8]=1)([CH3:6])[CH2:3][CH:4]=[CH2:5].ClC1C=CC=C(C(OO)=[O:39])C=1. (3) Given the product [Br:12][CH2:9][C:3]1[CH:4]=[C:5]([F:8])[CH:6]=[CH:7][C:2]=1[Cl:1], predict the reactants needed to synthesize it. The reactants are: [Cl:1][C:2]1[CH:7]=[CH:6][C:5]([F:8])=[CH:4][C:3]=1[CH2:9]O.P(Br)(Br)[Br:12].C(=O)(O)[O-].[Na+]. (4) Given the product [C:41]([C:14]1[NH:13][C:10]2=[N:11][CH:12]=[C:7]([NH:6][C:4](=[O:5])[C:3]3[C:26]([F:37])=[CH:27][CH:28]=[C:29]([NH:30][S:31]([CH2:34][CH2:35][CH3:36])(=[O:33])=[O:32])[C:2]=3[F:1])[CH:8]=[C:9]2[CH:15]=1)#[N:43], predict the reactants needed to synthesize it. The reactants are: [F:1][C:2]1[C:29]([NH:30][S:31]([CH2:34][CH2:35][CH3:36])(=[O:33])=[O:32])=[CH:28][CH:27]=[C:26]([F:37])[C:3]=1[C:4]([NH:6][C:7]1[CH:8]=[C:9]2[CH:15]=[C:14](I)[N:13](S(C3C=CC=CC=3)(=O)=O)[C:10]2=[N:11][CH:12]=1)=[O:5].FC1C(NS(CCC)(=O)=O)=CC=C(F)C=1[C:41]([NH:43]C1C=C2C(I)=CN(S(C3C=CC=CC=3)(=O)=O)C2=NC=1)=O. (5) Given the product [Cl:18][C:19]1[CH:24]=[CH:23][C:22]([C:25]2[CH:26]=[C:27]([F:33])[C:28]([C:31]#[C:32][C:2]3[CH:7]=[CH:6][C:5](/[CH:8]=[CH:9]/[CH2:10][N:11]4[CH2:16][CH2:15][CH:14]([CH3:17])[CH2:13][CH2:12]4)=[CH:4][CH:3]=3)=[N:29][CH:30]=2)=[CH:21][CH:20]=1, predict the reactants needed to synthesize it. The reactants are: I[C:2]1[CH:7]=[CH:6][C:5](/[CH:8]=[CH:9]/[CH2:10][N:11]2[CH2:16][CH2:15][CH:14]([CH3:17])[CH2:13][CH2:12]2)=[CH:4][CH:3]=1.[Cl:18][C:19]1[CH:24]=[CH:23][C:22]([C:25]2[CH:26]=[C:27]([F:33])[C:28]([C:31]#[CH:32])=[N:29][CH:30]=2)=[CH:21][CH:20]=1. (6) Given the product [CH3:1][C:2]1[C:6]([CH2:7][OH:8])=[CH:5][N:4]([C:12]2[CH:17]=[CH:16][CH:15]=[CH:14][N:13]=2)[N:3]=1, predict the reactants needed to synthesize it. The reactants are: [CH3:1][C:2]1[C:6]([C:7](OCC)=[O:8])=[CH:5][N:4]([C:12]2[CH:17]=[CH:16][CH:15]=[CH:14][N:13]=2)[N:3]=1.[H-].[Al+3].[Li+].[H-].[H-].[H-].O.O.O.O.O.O.O.O.O.O.[O-]S([O-])(=O)=O.[Na+].[Na+].CCCCCC. (7) Given the product [NH2:21][C:22]([NH:1][C:2]1[CH:6]=[C:5]([C:7]2[CH:12]=[CH:11][CH:10]=[C:9]([Cl:13])[CH:8]=2)[S:4][C:3]=1[C:14]([NH2:16])=[O:15])=[O:23], predict the reactants needed to synthesize it. The reactants are: [NH2:1][C:2]1[CH:6]=[C:5]([C:7]2[CH:12]=[CH:11][CH:10]=[C:9]([Cl:13])[CH:8]=2)[S:4][C:3]=1[C:14]([NH2:16])=[O:15].C[Si]([N:21]=[C:22]=[O:23])(C)C.